Dataset: Merck oncology drug combination screen with 23,052 pairs across 39 cell lines. Task: Regression. Given two drug SMILES strings and cell line genomic features, predict the synergy score measuring deviation from expected non-interaction effect. (1) Drug 1: CN(C)C(=N)N=C(N)N. Drug 2: C=CCn1c(=O)c2cnc(Nc3ccc(N4CCN(C)CC4)cc3)nc2n1-c1cccc(C(C)(C)O)n1. Cell line: SW837. Synergy scores: synergy=0.978. (2) Drug 1: CS(=O)(=O)CCNCc1ccc(-c2ccc3ncnc(Nc4ccc(OCc5cccc(F)c5)c(Cl)c4)c3c2)o1. Drug 2: NC1CCCCC1N.O=C(O)C(=O)O.[Pt+2]. Cell line: NCIH23. Synergy scores: synergy=-25.9. (3) Drug 1: CCC1(O)CC2CN(CCc3c([nH]c4ccccc34)C(C(=O)OC)(c3cc4c(cc3OC)N(C)C3C(O)(C(=O)OC)C(OC(C)=O)C5(CC)C=CCN6CCC43C65)C2)C1. Drug 2: N#Cc1ccc(Cn2cncc2CN2CCN(c3cccc(Cl)c3)C(=O)C2)cc1. Cell line: EFM192B. Synergy scores: synergy=31.1.